Dataset: Peptide-MHC class I binding affinity with 185,985 pairs from IEDB/IMGT. Task: Regression. Given a peptide amino acid sequence and an MHC pseudo amino acid sequence, predict their binding affinity value. This is MHC class I binding data. (1) The peptide sequence is NQQGITPNY. The MHC is HLA-A02:03 with pseudo-sequence HLA-A02:03. The binding affinity (normalized) is 0.0847. (2) The peptide sequence is NWDWGVFFK. The MHC is HLA-B08:01 with pseudo-sequence HLA-B08:01. The binding affinity (normalized) is 0.0847. (3) The peptide sequence is NTTYDFLARK. The MHC is HLA-A11:01 with pseudo-sequence HLA-A11:01. The binding affinity (normalized) is 0.680. (4) The peptide sequence is GYDFEREGY. The MHC is HLA-A24:03 with pseudo-sequence HLA-A24:03. The binding affinity (normalized) is 0.669. (5) The peptide sequence is PRGAPERQR. The MHC is HLA-B27:05 with pseudo-sequence HLA-B27:05. The binding affinity (normalized) is 0. (6) The peptide sequence is LFTSTNDKIK. The MHC is HLA-A31:01 with pseudo-sequence HLA-A31:01. The binding affinity (normalized) is 0.